This data is from Full USPTO retrosynthesis dataset with 1.9M reactions from patents (1976-2016). The task is: Predict the reactants needed to synthesize the given product. Given the product [Br:14][C:6]1[CH:7]=[C:8]([CH3:9])[C:3]([O:2][CH3:1])=[CH:4][C:5]=1[CH2:10][C:11]([OH:13])=[O:12], predict the reactants needed to synthesize it. The reactants are: [CH3:1][O:2][C:3]1[CH:4]=[C:5]([CH2:10][C:11]([OH:13])=[O:12])[CH:6]=[CH:7][C:8]=1[CH3:9].[Br:14]Br.O.